From a dataset of Catalyst prediction with 721,799 reactions and 888 catalyst types from USPTO. Predict which catalyst facilitates the given reaction. (1) Reactant: [CH3:1][S:2]([NH:5][C:6]1[CH:7]=[C:8]2[C:12](=[CH:13][CH:14]=1)[N:11]([CH2:15][C:16]([OH:18])=[O:17])[C:10](=[O:19])[C:9]2=[O:20])(=[O:4])=[O:3].[Cl:21][C:22]1[CH:23]=[N+:24]([O-:47])[CH:25]=[C:26]([Cl:46])[C:27]=1[CH2:28][C@@H:29]([C:31]1[CH:36]=[CH:35][C:34]([O:37][CH:38]([F:40])[F:39])=[C:33]([O:41][CH2:42][CH:43]2[CH2:45][CH2:44]2)[CH:32]=1)O.C(Cl)CCl. Product: [Cl:21][C:22]1[CH:23]=[N+:24]([O-:47])[CH:25]=[C:26]([Cl:46])[C:27]=1[CH2:28][C@@H:29]([C:31]1[CH:36]=[CH:35][C:34]([O:37][CH:38]([F:40])[F:39])=[C:33]([O:41][CH2:42][CH:43]2[CH2:45][CH2:44]2)[CH:32]=1)[O:17][C:16](=[O:18])[CH2:15][N:11]1[C:12]2[C:8](=[CH:7][C:6]([NH:5][S:2]([CH3:1])(=[O:3])=[O:4])=[CH:14][CH:13]=2)[C:9](=[O:20])[C:10]1=[O:19]. The catalyst class is: 79. (2) Reactant: [Br:1][C:2]1[C:11]2[C:6](=[C:7]([CH2:12]Br)[CH:8]=[CH:9][CH:10]=2)[C:5]([CH2:14]Br)=[CH:4][CH:3]=1.O.O.O.O.O.O.O.O.O.[S-2].[Na+].[Na+].[S:28]([O-])([O-])(=O)=O.[Na+].[Na+].O. Product: [Br:1][C:2]1[CH:3]=[CH:4][C:5]2[CH2:14][S:28][CH2:12][C:7]3[C:6]=2[C:11]=1[CH:10]=[CH:9][CH:8]=3. The catalyst class is: 9. (3) Reactant: [C:1]1([CH:7]2[C:12](=[O:13])[CH2:11][CH2:10][CH2:9][C:8]2=[O:14])[CH:6]=[CH:5][CH:4]=[CH:3][CH:2]=1.N1C=CC=CC=1.[O:21](S(C(F)(F)F)(=O)=O)[S:22]([C:25]([F:28])([F:27])[F:26])(=O)=[O:23]. Product: [F:26][C:25]([F:28])([F:27])[S:22]([O:14][C:8]1[CH2:9][CH2:10][CH2:11][C:12](=[O:13])[C:7]=1[C:1]1[CH:2]=[CH:3][CH:4]=[CH:5][CH:6]=1)(=[O:23])=[O:21]. The catalyst class is: 4.